Dataset: Forward reaction prediction with 1.9M reactions from USPTO patents (1976-2016). Task: Predict the product of the given reaction. (1) Given the reactants [OH-].[Na+].[Cl:3][C:4]1[C:9]([C:10]2[N:14]=[C:13]([C:15]3[CH:20]=[CH:19][C:18]([O:21][CH:22]([CH3:24])[CH3:23])=[C:17]([C:25]#[N:26])[CH:16]=3)[O:12][N:11]=2)=[CH:8][CH:7]=[CH:6][C:5]=1[CH2:27][CH2:28][CH2:29][CH2:30][CH2:31][C:32]([O:34]CC)=[O:33].Cl, predict the reaction product. The product is: [Cl:3][C:4]1[C:9]([C:10]2[N:14]=[C:13]([C:15]3[CH:20]=[CH:19][C:18]([O:21][CH:22]([CH3:24])[CH3:23])=[C:17]([C:25]#[N:26])[CH:16]=3)[O:12][N:11]=2)=[CH:8][CH:7]=[CH:6][C:5]=1[CH2:27][CH2:28][CH2:29][CH2:30][CH2:31][C:32]([OH:34])=[O:33]. (2) Given the reactants [F:1][C:2]1[CH:10]=[CH:9][C:8]([OH:11])=[CH:7][C:3]=1[C:4]([OH:6])=[O:5].S(Cl)(Cl)=O.[CH3:16]O, predict the reaction product. The product is: [F:1][C:2]1[CH:10]=[CH:9][C:8]([OH:11])=[CH:7][C:3]=1[C:4]([O:6][CH3:16])=[O:5]. (3) Given the reactants [F:1][C:2]1[CH:38]=[CH:37][C:5]([CH2:6][N:7]2[C:16](=[O:17])[C:15]([C:18]3[NH:23][C:22]4[CH:24]=[CH:25][C:26]([NH:28][S:29]([CH3:32])(=[O:31])=[O:30])=[CH:27][C:21]=4[S:20](=[O:34])(=[O:33])[N:19]=3)=[C:14]([OH:35])[C@H:13]3[C@@H:8]2[C@H:9]2[CH2:36][C@@H:12]3[CH2:11][CH2:10]2)=[CH:4][C:3]=1[CH3:39].[C:40](=O)([O-])[O-].[K+].[K+].IC, predict the reaction product. The product is: [F:1][C:2]1[CH:38]=[CH:37][C:5]([CH2:6][N:7]2[C:16](=[O:17])[C:15]([C:18]3[NH:23][C:22]4[CH:24]=[CH:25][C:26]([N:28]([CH3:40])[S:29]([CH3:32])(=[O:31])=[O:30])=[CH:27][C:21]=4[S:20](=[O:33])(=[O:34])[N:19]=3)=[C:14]([OH:35])[C@H:13]3[C@@H:8]2[C@H:9]2[CH2:36][C@@H:12]3[CH2:11][CH2:10]2)=[CH:4][C:3]=1[CH3:39]. (4) The product is: [N:28]1([CH2:27][CH2:26][NH:15][C:12]2[CH:13]=[CH:14][C:9]([B:4]3[O:3][C:2]([CH3:16])([CH3:1])[C:6]([CH3:7])([CH3:8])[O:5]3)=[CH:10][CH:11]=2)[CH2:33][CH2:32][CH2:31][CH2:30][CH2:29]1. Given the reactants [CH3:1][C:2]1([CH3:16])[C:6]([CH3:8])([CH3:7])[O:5][B:4]([C:9]2[CH:14]=[CH:13][C:12]([NH2:15])=[CH:11][CH:10]=2)[O:3]1.[I-].[K+].C(=O)([O-])[O-].[K+].[K+].Cl[CH2:26][CH2:27][N:28]1[CH2:33][CH2:32][CH2:31][CH2:30][CH2:29]1, predict the reaction product. (5) Given the reactants [CH3:1][C@H:2]1[CH2:7][CH2:6][C@H:5]([C:8]([N:10]([CH:23]([CH3:25])[CH3:24])[C:11]2[CH:12]=[C:13](B(O)O)[S:14][C:15]=2[C:16]([O:18][CH3:19])=[O:17])=[O:9])[CH2:4][CH2:3]1.Br[C:27]1[CH:28]=[CH:29][C:30]([C:33]2[CH:41]=[C:36]3[N:37]=[CH:38][CH:39]=[CH:40][N:35]3[N:34]=2)=[N:31][CH:32]=1.P([O-])([O-])([O-])=O.[K+].[K+].[K+], predict the reaction product. The product is: [CH3:1][C@H:2]1[CH2:7][CH2:6][C@H:5]([C:8]([N:10]([CH:23]([CH3:25])[CH3:24])[C:11]2[CH:12]=[C:13]([C:27]3[CH:32]=[N:31][C:30]([C:33]4[CH:41]=[C:36]5[N:37]=[CH:38][CH:39]=[CH:40][N:35]5[N:34]=4)=[CH:29][CH:28]=3)[S:14][C:15]=2[C:16]([O:18][CH3:19])=[O:17])=[O:9])[CH2:4][CH2:3]1. (6) Given the reactants [F:1][C:2]1[CH:10]=[CH:9][CH:8]=[C:7]2[C:3]=1[CH:4]=[C:5]([C:11]1[N:16]=[C:15]([C:17]3[C:18]([N:37]([CH3:42])[S:38]([CH3:41])(=[O:40])=[O:39])=[CH:19][C:20]4[O:24][C:23]([C:25]5[CH:30]=[CH:29][C:28]([F:31])=[CH:27][CH:26]=5)=[C:22]([C:32]([NH:34][CH3:35])=[O:33])[C:21]=4[CH:36]=3)[CH:14]=[CH:13][C:12]=1[CH2:43]O)[NH:6]2.N(C(OC(C)C)=O)=NC(OC(C)C)=O.C1C=CC(P(C2C=CC=CC=2)C2C=CC=CC=2)=CC=1, predict the reaction product. The product is: [F:1][C:2]1[C:3]2[CH:4]=[C:5]3[C:11]4[N:16]=[C:15]([C:17]5[C:18]([N:37]([CH3:42])[S:38]([CH3:41])(=[O:39])=[O:40])=[CH:19][C:20]6[O:24][C:23]([C:25]7[CH:26]=[CH:27][C:28]([F:31])=[CH:29][CH:30]=7)=[C:22]([C:32]([NH:34][CH3:35])=[O:33])[C:21]=6[CH:36]=5)[CH:14]=[CH:13][C:12]=4[CH2:43][N:6]3[C:7]=2[CH:8]=[CH:9][CH:10]=1. (7) Given the reactants [NH2:1][C:2](=[O:35])[C:3]([NH:6][C:7](=[O:34])[C:8]1[CH:13]=[CH:12][CH:11]=[C:10]([C:14]2[C:23]3[C:18](=[CH:19][C:20]([S:29][CH2:30][CH3:31])=[C:21]4[O:26][C:25]([CH3:28])([CH3:27])[CH2:24][C:22]4=3)[CH2:17][C:16]([CH3:33])([CH3:32])[N:15]=2)[CH:9]=1)([CH3:5])[CH3:4].I([O-])(=O)(=O)=[O:37].[Na+], predict the reaction product. The product is: [NH2:1][C:2](=[O:35])[C:3]([NH:6][C:7](=[O:34])[C:8]1[CH:13]=[CH:12][CH:11]=[C:10]([C:14]2[C:23]3[C:18](=[CH:19][C:20]([S:29]([CH2:30][CH3:31])=[O:37])=[C:21]4[O:26][C:25]([CH3:27])([CH3:28])[CH2:24][C:22]4=3)[CH2:17][C:16]([CH3:33])([CH3:32])[N:15]=2)[CH:9]=1)([CH3:4])[CH3:5].